From a dataset of NCI-60 drug combinations with 297,098 pairs across 59 cell lines. Regression. Given two drug SMILES strings and cell line genomic features, predict the synergy score measuring deviation from expected non-interaction effect. (1) Drug 1: C1CCC(C(C1)N)N.C(=O)(C(=O)[O-])[O-].[Pt+4]. Drug 2: C1C(C(OC1N2C=NC(=NC2=O)N)CO)O. Cell line: SF-268. Synergy scores: CSS=7.41, Synergy_ZIP=-4.91, Synergy_Bliss=-2.41, Synergy_Loewe=-4.57, Synergy_HSA=-3.02. (2) Drug 1: C1CC(=O)NC(=O)C1N2CC3=C(C2=O)C=CC=C3N. Drug 2: CC1=C(C(CCC1)(C)C)C=CC(=CC=CC(=CC(=O)O)C)C. Cell line: KM12. Synergy scores: CSS=16.7, Synergy_ZIP=-2.97, Synergy_Bliss=-2.70, Synergy_Loewe=-0.0685, Synergy_HSA=2.12. (3) Drug 1: C1=CC=C(C(=C1)C(C2=CC=C(C=C2)Cl)C(Cl)Cl)Cl. Drug 2: C1CN(CCN1C(=O)CCBr)C(=O)CCBr. Cell line: SK-MEL-5. Synergy scores: CSS=9.78, Synergy_ZIP=-1.99, Synergy_Bliss=1.92, Synergy_Loewe=-6.92, Synergy_HSA=-0.121. (4) Synergy scores: CSS=7.65, Synergy_ZIP=-2.40, Synergy_Bliss=-0.426, Synergy_Loewe=4.17, Synergy_HSA=1.93. Cell line: LOX IMVI. Drug 1: C1CCN(CC1)CCOC2=CC=C(C=C2)C(=O)C3=C(SC4=C3C=CC(=C4)O)C5=CC=C(C=C5)O. Drug 2: COCCOC1=C(C=C2C(=C1)C(=NC=N2)NC3=CC=CC(=C3)C#C)OCCOC.Cl. (5) Synergy scores: CSS=35.9, Synergy_ZIP=0.0310, Synergy_Bliss=2.72, Synergy_Loewe=-0.755, Synergy_HSA=5.41. Drug 2: CC1C(C(CC(O1)OC2CC(CC3=C2C(=C4C(=C3O)C(=O)C5=C(C4=O)C(=CC=C5)OC)O)(C(=O)CO)O)N)O.Cl. Cell line: A549. Drug 1: CC1=C(C(CCC1)(C)C)C=CC(=CC=CC(=CC(=O)O)C)C. (6) Drug 1: CC12CCC3C(C1CCC2=O)CC(=C)C4=CC(=O)C=CC34C. Drug 2: CCC1=C2CN3C(=CC4=C(C3=O)COC(=O)C4(CC)O)C2=NC5=C1C=C(C=C5)O. Cell line: OVCAR-4. Synergy scores: CSS=15.5, Synergy_ZIP=1.68, Synergy_Bliss=3.59, Synergy_Loewe=0.347, Synergy_HSA=3.33.